Dataset: Reaction yield outcomes from USPTO patents with 853,638 reactions. Task: Predict the reaction yield, written as a fraction of the theoretical maximum amount of product (1.0 means a 100% yield; for example, 0.34 means a 34% yield). (1) The reactants are [CH2:1]([NH:3][NH:4][C:5](=[NH:12])[C:6]1[CH:11]=[CH:10][CH:9]=[N:8][CH:7]=1)[CH3:2].C1N=CN([C:18](N2C=NC=C2)=[O:19])C=1. The catalyst is CN(C=O)C. The product is [CH2:1]([N:3]1[C:18]([OH:19])=[N:12][C:5]([C:6]2[CH:7]=[N:8][CH:9]=[CH:10][CH:11]=2)=[N:4]1)[CH3:2]. The yield is 0.350. (2) The reactants are [Cl:1][C:2]1[C:7]([O:8][CH3:9])=[CH:6][C:5]([O:10][CH3:11])=[C:4]([Cl:12])[C:3]=1[NH2:13].Cl[C:15](Cl)([O:17]C(=O)OC(Cl)(Cl)Cl)Cl. The catalyst is O1CCOCC1. The product is [Cl:1][C:2]1[C:3]([N:13]=[C:15]=[O:17])=[C:4]([Cl:12])[C:5]([O:10][CH3:11])=[CH:6][C:7]=1[O:8][CH3:9]. The yield is 0.800. (3) The product is [CH3:1][C:2]1[N:3]2[CH:13]=[CH:14][N:11]=[C:4]2[CH:5]=[CH:6][C:7]=1[NH2:8]. The catalyst is CCO.C(Cl)Cl.[Fe]. The yield is 0.850. The reactants are [CH3:1][C:2]1[C:7]([N+:8]([O-])=O)=[CH:6][CH:5]=[C:4]([NH2:11])[N:3]=1.Br[CH2:13][CH:14](OC)OC.